This data is from Forward reaction prediction with 1.9M reactions from USPTO patents (1976-2016). The task is: Predict the product of the given reaction. Given the reactants [O:1]=[C:2]1[CH:10]([CH2:11][CH2:12][N:13]2[C:21](=[O:22])[C:20]3[C:15](=[CH:16][CH:17]=[CH:18][CH:19]=3)[C:14]2=[O:23])[C:9]2[C:4](=[CH:5][CH:6]=[CH:7][CH:8]=2)[NH:3]1.C(=O)([O-])[O-].[Na+].[Na+].[C:30](O[C:30]([O:31][C:32]([CH3:35])([CH3:34])[CH3:33])=[O:36])(=[O:36])[O:31][C:32]([CH3:35])([CH3:34])[CH3:33].O, predict the reaction product. The product is: [O:23]=[C:14]1[C:15]2[C:20](=[CH:19][CH:18]=[CH:17][CH:16]=2)[C:21](=[O:22])[N:13]1[CH2:12][CH2:11][CH:10]1[C:9]2[C:4](=[CH:5][CH:6]=[CH:7][CH:8]=2)[N:3]([C:30]([O:31][C:32]([CH3:35])([CH3:34])[CH3:33])=[O:36])[C:2]1=[O:1].